Dataset: Forward reaction prediction with 1.9M reactions from USPTO patents (1976-2016). Task: Predict the product of the given reaction. (1) Given the reactants [O:1]1CCO[CH:2]1[C:6]1[O:7][CH:8]=[CH:9][C:10]=1[CH:11]=[O:12].C(O)=O.C([O-])(O)=O.[Na+].CCOC(C)=O, predict the reaction product. The product is: [O:7]1[CH:8]=[CH:9][C:10]([CH:11]=[O:12])=[C:6]1[CH:2]=[O:1]. (2) Given the reactants [C:1](=[O:11])([O:5][CH2:6][CH2:7][C:8](=[O:10])[CH3:9])[O:2][CH2:3][CH3:4].CCO.[BH4-].[Na+].Cl, predict the reaction product. The product is: [C:1](=[O:11])([O:5][CH2:6][CH2:7][CH:8]([OH:10])[CH3:9])[O:2][CH2:3][CH3:4]. (3) Given the reactants N1C2C(=CC=C3C=2N=CC=C3)C=CC=1.C(=O)([O-])[O-].[Cs+].[Cs+].I[C:22]1[CH:29]=[CH:28][C:25]([C:26]#[N:27])=[CH:24][CH:23]=1.[C:30]([O:34][C:35]([NH:37][NH2:38])=[O:36])([CH3:33])([CH3:32])[CH3:31], predict the reaction product. The product is: [C:30]([O:34][C:35]([N:37]([C:22]1[CH:29]=[CH:28][C:25]([C:26]#[N:27])=[CH:24][CH:23]=1)[NH2:38])=[O:36])([CH3:33])([CH3:32])[CH3:31]. (4) Given the reactants [F:1][C:2]1[CH:10]=[CH:9][C:8]([CH3:11])=[CH:7][C:3]=1[C:4]([OH:6])=[O:5].IC.[C:14](=O)([O-])[O-].[K+].[K+], predict the reaction product. The product is: [CH3:14][O:5][C:4](=[O:6])[C:3]1[CH:7]=[C:8]([CH3:11])[CH:9]=[CH:10][C:2]=1[F:1]. (5) The product is: [CH2:11]([N:18]1[CH2:22][CH2:21][CH:20]([O:23][C:2]2[CH:9]=[CH:8][C:5]([C:6]#[N:7])=[C:4]([CH3:10])[CH:3]=2)[CH2:19]1)[C:12]1[CH:13]=[CH:14][CH:15]=[CH:16][CH:17]=1. Given the reactants F[C:2]1[CH:9]=[CH:8][C:5]([C:6]#[N:7])=[C:4]([CH3:10])[CH:3]=1.[CH2:11]([N:18]1[CH2:22][CH2:21][CH:20]([OH:23])[CH2:19]1)[C:12]1[CH:17]=[CH:16][CH:15]=[CH:14][CH:13]=1.[H-].[Na+], predict the reaction product. (6) Given the reactants [Cl:1][C:2]1[C:7]([O:8][CH3:9])=[CH:6][C:5]([O:10][CH3:11])=[C:4]([CH3:12])[C:3]=1[NH:13][C:14]1[C:19]([C:20]2[CH:25]=[C:24]([NH2:26])[N:23]=[CH:22][N:21]=2)=[CH:18][N:17]=[CH:16][N:15]=1.NC1N=C[C:31]2[N:36]=[CH:35][N:34]=[CH:33][C:32]=2N=1, predict the reaction product. The product is: [Cl:1][C:2]1[C:7]([O:8][CH3:9])=[CH:6][C:5]([O:10][CH3:11])=[C:4]([CH3:12])[C:3]=1[NH:13][C:14]1[C:19]([C:20]2[CH:25]=[C:24]([NH:26][C:2]3[CH:3]=[CH:4][C:32]([CH2:31][N:36]4[CH2:35][CH2:9][O:8][CH2:7][CH2:6]4)=[CH:33][N:34]=3)[N:23]=[CH:22][N:21]=2)=[CH:18][N:17]=[CH:16][N:15]=1. (7) Given the reactants [O:1]=[S:2]1(=[O:28])[CH2:10][C:9]2[C:8]([N:11]3[CH2:17][CH2:16][C:15](=[O:18])[NH:14][CH2:13][CH2:12]3)=[N:7][C:6]([C:19]3[CH:24]=[C:23]([F:25])[C:22](F)=[CH:21][C:20]=3[F:27])=[N:5][C:4]=2[CH2:3]1.[CH3:29][S:30](C)=O.C[S-].[Na+], predict the reaction product. The product is: [F:27][C:20]1[CH:21]=[C:22]([S:30][CH3:29])[C:23]([F:25])=[CH:24][C:19]=1[C:6]1[N:7]=[C:8]([N:11]2[CH2:17][CH2:16][C:15](=[O:18])[NH:14][CH2:13][CH2:12]2)[C:9]2[CH2:10][S:2](=[O:28])(=[O:1])[CH2:3][C:4]=2[N:5]=1. (8) Given the reactants C([O:3][C:4](=[O:33])[C:5]1[CH:10]=[C:9]([N:11]2[C:15]([CH3:16])=[CH:14][CH:13]=[C:12]2[C:17]2[CH:22]=[CH:21][CH:20]=[CH:19][C:18]=2[O:23][CH2:24][C:25]2[CH:30]=[CH:29][C:28]([F:31])=[CH:27][C:26]=2[Cl:32])[CH:8]=[N:7][CH:6]=1)C.[OH-].[Na+].CCO, predict the reaction product. The product is: [Cl:32][C:26]1[CH:27]=[C:28]([F:31])[CH:29]=[CH:30][C:25]=1[CH2:24][O:23][C:18]1[CH:19]=[CH:20][CH:21]=[CH:22][C:17]=1[C:12]1[N:11]([C:9]2[CH:8]=[N:7][CH:6]=[C:5]([CH:10]=2)[C:4]([OH:33])=[O:3])[C:15]([CH3:16])=[CH:14][CH:13]=1. (9) Given the reactants [OH:1][CH:2]([CH2:31][OH:32])[CH2:3][C:4]1[C:5]([OH:30])=[C:6]([C:20]([O:22]CC2C=CC=CC=2)=[O:21])[C:7](=[O:19])[NH:8][C:9]=1[C:10]1[CH:15]=[CH:14][C:13]([N:16]([CH3:18])[CH3:17])=[CH:12][CH:11]=1, predict the reaction product. The product is: [OH:1][CH:2]([CH2:31][OH:32])[CH2:3][C:4]1[C:5]([OH:30])=[C:6]([C:20]([OH:22])=[O:21])[C:7](=[O:19])[NH:8][C:9]=1[C:10]1[CH:11]=[CH:12][C:13]([N:16]([CH3:18])[CH3:17])=[CH:14][CH:15]=1. (10) Given the reactants [F:1][CH:2]([F:16])[O:3][C:4]1[CH:5]=[C:6]([CH:9]=[CH:10][C:11]=1[O:12][CH:13]([F:15])[F:14])[CH:7]=O.[CH3:17][C:18]([S:21]([NH2:23])=[O:22])([CH3:20])[CH3:19].[BH4-].[Na+].CO, predict the reaction product. The product is: [F:1][CH:2]([F:16])[O:3][C:4]1[CH:5]=[C:6]([CH:9]=[CH:10][C:11]=1[O:12][CH:13]([F:15])[F:14])[CH2:7][NH:23][S:21]([C:18]([CH3:20])([CH3:19])[CH3:17])=[O:22].